This data is from Reaction yield outcomes from USPTO patents with 853,638 reactions. The task is: Predict the reaction yield, written as a fraction of the theoretical maximum amount of product (1.0 means a 100% yield; for example, 0.34 means a 34% yield). (1) The reactants are C[O-].[Na+].O1CCCC1.[F:9][C:10]1[CH:15]=[C:14]([I:16])[CH:13]=[CH:12][C:11]=1[N:17]1[C:22]2[N:23]([CH3:40])[C:24](=[O:39])[C:25]([CH3:38])=[C:26]([NH:27][C:28]3[CH:29]=[C:30]([NH:34][C:35](=[O:37])[CH3:36])[CH:31]=[CH:32][CH:33]=3)[C:21]=2[C:20](=[O:41])[N:19]([CH2:42][C:43]2[CH:48]=[CH:47][C:46]([O:49][CH3:50])=[CH:45][CH:44]=2)[C:18]1=[O:51]. The catalyst is CO. The product is [F:9][C:10]1[CH:15]=[C:14]([I:16])[CH:13]=[CH:12][C:11]=1[NH:17][C:22]1[N:23]([CH3:40])[C:24](=[O:39])[C:25]([CH3:38])=[C:26]2[C:21]=1[C:20](=[O:41])[N:19]([CH2:42][C:43]1[CH:48]=[CH:47][C:46]([O:49][CH3:50])=[CH:45][CH:44]=1)[C:18](=[O:51])[N:27]2[C:28]1[CH:29]=[C:30]([NH:34][C:35](=[O:37])[CH3:36])[CH:31]=[CH:32][CH:33]=1. The yield is 0.972. (2) The product is [Cl:8][C:9]1[CH:10]=[C:11]([C:19]2[S:23][C:22]([C:24]3[C:25]([CH3:34])=[C:26]4[C:31](=[CH:32][CH:33]=3)[CH2:30][N:29]([C:55](=[O:56])[CH2:57][NH:58][CH2:2][CH2:3][OH:5])[CH2:28][CH2:27]4)=[N:21][N:20]=2)[CH:12]=[CH:13][C:14]=1[O:15][CH:16]([CH3:18])[CH3:17]. The catalyst is C(Cl)Cl.C(#N)C. The yield is 0.320. The reactants are F[C:2](F)(F)[C:3]([OH:5])=O.[Cl:8][C:9]1[CH:10]=[C:11]([C:19]2[S:23][C:22]([C:24]3[C:25]([CH3:34])=[C:26]4[C:31](=[CH:32][CH:33]=3)[CH2:30][NH:29][CH2:28][CH2:27]4)=[N:21][N:20]=2)[CH:12]=[CH:13][C:14]=1[O:15][CH:16]([CH3:18])[CH3:17].CCN(C(C)C)C(C)C.BrCC(Br)=O.C(=O)([O-])[O-].[K+].[K+].[CH2:55]([CH2:57][NH2:58])[OH:56].